Dataset: Experimentally validated miRNA-target interactions with 360,000+ pairs, plus equal number of negative samples. Task: Binary Classification. Given a miRNA mature sequence and a target amino acid sequence, predict their likelihood of interaction. The miRNA is hsa-miR-4693-5p with sequence AUACUGUGAAUUUCACUGUCACA. The protein sequence of the target gene is MTAEGPSPPARWHRRLPGLWAAALLLLGLPRLSVRADGKFFVLESQNGSQGLQLEAARLSCKSRGAHLASADELRRVVQDCSFAVCTTGWLADGTLGTTVCSKGSGEQQIMRAVDVRIESNPVPGGTYSALCIKDEEKPCGDPPSFPHTILQGRTGLEMGDELLYVCAPGHIMGHRETAFTLLCNSCGEWYGLVQACGKDEAEAHIDYEDNFPDDRSVSFRELMEDSRTEADEDRGQGDSSEEAPKQDRLVSISVGRENIARDKVFVPTTGLPGAGSSVPADSPGSRLLQKHLFWFPAEA.... Result: 0 (no interaction).